From a dataset of Peptide-MHC class I binding affinity with 185,985 pairs from IEDB/IMGT. Regression. Given a peptide amino acid sequence and an MHC pseudo amino acid sequence, predict their binding affinity value. This is MHC class I binding data. (1) The peptide sequence is LIIYYQLAGY. The MHC is HLA-A31:01 with pseudo-sequence HLA-A31:01. The binding affinity (normalized) is 0.0614. (2) The peptide sequence is VVFEDGLPR. The MHC is HLA-A01:01 with pseudo-sequence HLA-A01:01. The binding affinity (normalized) is 0.0847. (3) The peptide sequence is ARVAASLAK. The MHC is HLA-A02:03 with pseudo-sequence HLA-A02:03. The binding affinity (normalized) is 0.0847. (4) The peptide sequence is IHESVIGQL. The MHC is HLA-B39:01 with pseudo-sequence HLA-B39:01. The binding affinity (normalized) is 0.111. (5) The peptide sequence is LEGLADAIW. The MHC is HLA-A02:12 with pseudo-sequence HLA-A02:12. The binding affinity (normalized) is 0.0847. (6) The peptide sequence is EIYRTLYGL. The MHC is HLA-A01:01 with pseudo-sequence HLA-A01:01. The binding affinity (normalized) is 0.227. (7) The peptide sequence is NVMDPMHGA. The MHC is HLA-B39:01 with pseudo-sequence HLA-B39:01. The binding affinity (normalized) is 0.0847. (8) The peptide sequence is FRNLAYGRTCVLGK. The MHC is HLA-B35:01 with pseudo-sequence HLA-B35:01. The binding affinity (normalized) is 0.